Predict the product of the given reaction. From a dataset of Forward reaction prediction with 1.9M reactions from USPTO patents (1976-2016). (1) The product is: [CH3:1][C:2]1[N:3]=[C:4]([C:12]2[CH:17]=[CH:16][C:15]([S:18][CH2:19][CH:20]([CH3:22])[CH3:21])=[C:14]([N:23]3[CH:27]=[N:26][N:25]=[N:24]3)[CH:13]=2)[S:5][C:6]=1[C:7]([OH:9])=[O:8]. Given the reactants [CH3:1][C:2]1[N:3]=[C:4]([C:12]2[CH:17]=[CH:16][C:15]([S:18][CH2:19][CH:20]([CH3:22])[CH3:21])=[C:14]([N:23]3[CH:27]=[N:26][N:25]=[N:24]3)[CH:13]=2)[S:5][C:6]=1[C:7]([O:9]CC)=[O:8].O1CCCC1.CO.[OH-].[Na+].Cl, predict the reaction product. (2) Given the reactants [NH2:1][C@H:2]1[CH2:7][CH2:6][CH2:5][CH2:4][C@H:3]1[NH:8][C:9]1[CH:10]=[C:11]([NH:17][C:18]2[CH:27]=[CH:26][C:25]3[C:24]([CH3:28])=[CH:23][CH2:22][CH2:21][C:20]=3[N:19]=2)[C:12]([C:15]#[N:16])=[N:13][CH:14]=1.C[Si](C)(C)[O-:31].[K+], predict the reaction product. The product is: [NH2:1][C@H:2]1[CH2:7][CH2:6][CH2:5][CH2:4][C@H:3]1[NH:8][C:9]1[CH:10]=[C:11]([NH:17][C:18]2[CH:27]=[CH:26][C:25]3[C:24]([CH3:28])=[CH:23][CH2:22][CH2:21][C:20]=3[N:19]=2)[C:12]([C:15]([NH2:16])=[O:31])=[N:13][CH:14]=1. (3) Given the reactants C(OCC)(=O)C.[ClH:7].[NH2:8][C:9](=[N:11][C:12]([C:14]1[CH:26]=[CH:25][C:24]2[C:23]3[C:18](=[CH:19][CH:20]=[CH:21][CH:22]=3)[CH:17]([NH:27]C(=O)OC(C)(C)C)[C:16]=2[CH:15]=1)=[O:13])[NH2:10], predict the reaction product. The product is: [ClH:7].[ClH:7].[NH2:27][CH:17]1[C:16]2[CH:15]=[C:14]([C:12]([N:11]=[C:9]([NH2:10])[NH2:8])=[O:13])[CH:26]=[CH:25][C:24]=2[C:23]2[C:18]1=[CH:19][CH:20]=[CH:21][CH:22]=2. (4) Given the reactants [NH2:1][C:2]1[S:3][CH:4]=[N:5][N:6]=1.C(=O)([O-])[O-].[K+].[K+].C1OCCOCCOCCOCCOCCOC1.Cl[C:32]1[N:37]=[CH:36][C:35]([CH2:38]Cl)=[CH:34][CH:33]=1, predict the reaction product. The product is: [S:3]1[CH:4]=[N:5][N:6]=[C:2]1[NH:1][CH2:38][C:35]1[CH:36]=[N:37][CH:32]=[CH:33][CH:34]=1. (5) Given the reactants [C:1]([C:5]1[CH:10]=[CH:9][C:8]([S:11]([NH:14][C:15]2[CH:19]=[CH:18][S:17][C:16]=2[C:20]([O:22][CH3:23])=[O:21])(=[O:13])=[O:12])=[CH:7][CH:6]=1)([CH3:4])([CH3:3])[CH3:2].[C:24](=O)([O-])[O-].[K+].[K+].IC, predict the reaction product. The product is: [C:1]([C:5]1[CH:6]=[CH:7][C:8]([S:11]([N:14]([C:15]2[CH:19]=[CH:18][S:17][C:16]=2[C:20]([O:22][CH3:23])=[O:21])[CH3:24])(=[O:12])=[O:13])=[CH:9][CH:10]=1)([CH3:4])([CH3:2])[CH3:3].